The task is: Predict the reaction yield, written as a fraction of the theoretical maximum amount of product (1.0 means a 100% yield; for example, 0.34 means a 34% yield).. This data is from Reaction yield outcomes from USPTO patents with 853,638 reactions. (1) The reactants are [NH2:1][C:2]1[C:11]2[C:6](=[C:7](Br)[CH:8]=[CH:9][CH:10]=2)[N:5]=[N:4][C:3]=1[C:13]([NH:15][CH2:16][CH2:17][CH3:18])=[O:14].[NH:19]1[C:27]2[C:22](=[CH:23][C:24](B(O)O)=[CH:25][CH:26]=2)[CH:21]=[CH:20]1. No catalyst specified. The product is [NH2:1][C:2]1[C:11]2[C:6](=[C:7]([C:24]3[CH:23]=[C:22]4[C:27](=[CH:26][CH:25]=3)[NH:19][CH:20]=[CH:21]4)[CH:8]=[CH:9][CH:10]=2)[N:5]=[N:4][C:3]=1[C:13]([NH:15][CH2:16][CH2:17][CH3:18])=[O:14]. The yield is 0.951. (2) The reactants are [CH3:1][O:2][C:3](=[O:29])[NH:4][C:5]1[S:6][C:7]2[C:13]([C:14]3[N:15]=[C:16]([NH:19]C(OC(C)(C)C)=O)[NH:17][CH:18]=3)=[CH:12][CH:11]=[C:10]([O:27][CH3:28])[C:8]=2[N:9]=1. The catalyst is Cl.CO. The product is [CH3:1][O:2][C:3](=[O:29])[NH:4][C:5]1[S:6][C:7]2[C:13]([C:14]3[N:15]=[C:16]([NH2:19])[NH:17][CH:18]=3)=[CH:12][CH:11]=[C:10]([O:27][CH3:28])[C:8]=2[N:9]=1. The yield is 0.160. (3) The reactants are [CH3:1][O:2][C:3]1[N:8]=[C:7]([NH2:9])[CH:6]=[CH:5][CH:4]=1.[N+:10]([C:12]1[CH:21]=[CH:20][C:15]2[O:16][CH2:17][CH2:18][O:19][C:14]=2[CH:13]=1)#[C-:11].[F:22][C:23]1[CH:30]=[C:29]([O:31][CH2:32][CH2:33][F:34])[CH:28]=[C:27]([F:35])[C:24]=1[CH:25]=O. The catalyst is O1CCOCC1.[Cl-].[Zn+2].[Cl-]. The product is [F:22][C:23]1[CH:30]=[C:29]([O:31][CH2:32][CH2:33][F:34])[CH:28]=[C:27]([F:35])[C:24]=1[C:25]1[N:9]=[C:7]2[CH:6]=[CH:5][CH:4]=[C:3]([O:2][CH3:1])[N:8]2[C:11]=1[NH:10][C:12]1[CH:21]=[CH:20][C:15]2[O:16][CH2:17][CH2:18][O:19][C:14]=2[CH:13]=1. The yield is 0.290. (4) The reactants are [OH:1][C:2]1[CH:3]=[CH:4][C:5]2[C:9]([O:10][C:11]3[CH:12]=[CH:13][C:14](/[CH:17]=[CH:18]/[C:19]([O:21]C)=[O:20])=[N:15][CH:16]=3)=[C:8]([C:23]3[CH:28]=[CH:27][C:26]([OH:29])=[CH:25][CH:24]=3)[S:7][C:6]=2[CH:30]=1.[OH-].[Li+]. The catalyst is C1COCC1.O. The product is [OH:1][C:2]1[CH:3]=[CH:4][C:5]2[C:9]([O:10][C:11]3[CH:12]=[CH:13][C:14](/[CH:17]=[CH:18]/[C:19]([OH:21])=[O:20])=[N:15][CH:16]=3)=[C:8]([C:23]3[CH:24]=[CH:25][C:26]([OH:29])=[CH:27][CH:28]=3)[S:7][C:6]=2[CH:30]=1. The yield is 0.0900. (5) The reactants are [CH3:1][C:2]1[N:40]=[C:5]2[N:6]([CH2:33][C:34](=O)[C:35]([F:38])([F:37])[F:36])[C:7](=[O:32])[C:8]([CH2:13][C:14]3[CH:19]=[CH:18][C:17]([C:20]4[CH:25]=[CH:24][CH:23]=[CH:22][C:21]=4[C:26]4[NH:30][C:29](=[O:31])[O:28][N:27]=4)=[CH:16][CH:15]=3)=[C:9]([CH2:10][CH2:11][CH3:12])[N:4]2[N:3]=1.Cl.[NH2:42][O:43][CH2:44][CH3:45].N1C=CC=CC=1.Cl. The catalyst is O.C(OCC)(=O)C. The product is [CH2:44]([O:43]/[N:42]=[C:34](/[C:35]([F:37])([F:36])[F:38])\[CH2:33][N:6]1[C:7](=[O:32])[C:8]([CH2:13][C:14]2[CH:15]=[CH:16][C:17]([C:20]3[CH:25]=[CH:24][CH:23]=[CH:22][C:21]=3[C:26]3[NH:30][C:29](=[O:31])[O:28][N:27]=3)=[CH:18][CH:19]=2)=[C:9]([CH2:10][CH2:11][CH3:12])[N:4]2[N:3]=[C:2]([CH3:1])[N:40]=[C:5]12)[CH3:45]. The yield is 0.280. (6) The yield is 0.555. The product is [C:1]1([S:7][C:8]2[CH:9]=[C:10]3[C:11]([CH2:14][CH2:15][CH2:16][C:17]3=[O:19])=[CH:12][CH:13]=2)[CH:2]=[CH:3][CH:4]=[CH:5][CH:6]=1. The catalyst is O1CCCC1.CN(C=O)C. The reactants are [C:1]1([S:7][C:8]2[CH:13]=[CH:12][C:11]([CH2:14][CH2:15][CH2:16][C:17]([OH:19])=O)=[CH:10][CH:9]=2)[CH:6]=[CH:5][CH:4]=[CH:3][CH:2]=1.C(Cl)(=O)C(Cl)=O.[Cl-].[Cl-].[Cl-].[Al+3]. (7) The product is [OH:15][NH:8][C:7]([C:2]1[CH:3]=[CH:4][CH:5]=[CH:6][N:1]=1)=[NH:17]. The catalyst is CCO. The yield is 0.570. The reactants are [N:1]1[CH:6]=[CH:5][CH:4]=[CH:3][C:2]=1[C:7]#[N:8].C(=O)([O-])[O-].[K+].[K+].[OH2:15].Cl.[NH2:17]O. (8) The reactants are C[O:2][C:3](=[O:44])[CH2:4][CH2:5][CH2:6][C:7](=[O:43])[NH:8][C:9]1[CH:14]=[CH:13][C:12]([C:15]([C:20]2[CH:25]=[CH:24][C:23]([C:26]#[C:27][CH:28]([O:33][Si:34]([C:37]([CH3:40])([CH3:39])[CH3:38])([CH3:36])[CH3:35])[C:29]([CH3:32])([CH3:31])[CH3:30])=[C:22]([CH3:41])[CH:21]=2)([CH2:18][CH3:19])[CH2:16][CH3:17])=[CH:11][C:10]=1[CH3:42].CC1(C)C2(CS(O)(=O)=O)C(CC1CC2)=O.C([O-])(O)=O.[Na+].C(Cl)Cl. The catalyst is C1COCC1.O. The product is [C:37]([Si:34]([CH3:35])([CH3:36])[O:33][CH:28]([C:29]([CH3:32])([CH3:31])[CH3:30])[C:27]#[C:26][C:23]1[CH:24]=[CH:25][C:20]([C:15]([C:12]2[CH:13]=[CH:14][C:9]([NH:8][C:7]([CH2:6][CH2:5][CH2:4][C:3]([OH:44])=[O:2])=[O:43])=[C:10]([CH3:42])[CH:11]=2)([CH2:16][CH3:17])[CH2:18][CH3:19])=[CH:21][C:22]=1[CH3:41])([CH3:38])([CH3:40])[CH3:39].[CH2:16]([C:15]([C:12]1[CH:13]=[CH:14][C:9]([NH:8][C:7]([CH2:6][CH2:5][CH2:4][C:3]([OH:44])=[O:2])=[O:43])=[C:10]([CH3:42])[CH:11]=1)([C:20]1[CH:25]=[CH:24][C:23]([C:26]#[C:27][CH:28]([OH:33])[C:29]([CH3:31])([CH3:32])[CH3:30])=[C:22]([CH3:41])[CH:21]=1)[CH2:18][CH3:19])[CH3:17]. The yield is 0.440. (9) The reactants are C([O:8][C:9]1[CH:14]=[CH:13][C:12]([CH2:15][CH2:16][CH2:17][CH2:18][CH2:19][S:20]([F:23])(=[O:22])=[O:21])=[CH:11][CH:10]=1)C1C=CC=CC=1.B(F)(F)F.CCOCC. The catalyst is C(S)(S)C. The product is [OH:8][C:9]1[CH:10]=[CH:11][C:12]([CH2:15][CH2:16][CH2:17][CH2:18][CH2:19][S:20]([F:23])(=[O:22])=[O:21])=[CH:13][CH:14]=1. The yield is 0.680.